This data is from Reaction yield outcomes from USPTO patents with 853,638 reactions. The task is: Predict the reaction yield, written as a fraction of the theoretical maximum amount of product (1.0 means a 100% yield; for example, 0.34 means a 34% yield). (1) The reactants are [CH:1]1([N:4]2[C:13]3[C:8](=[CH:9][CH:10]=[CH:11][CH:12]=3)[N:7]([C:14]([C@@H:16]3[CH2:20][S:19][CH2:18][N:17]3[CH2:21][C:22]3[CH:27]=[C:26]([Cl:28])[C:25]([OH:29])=[CH:24][C:23]=3[Cl:30])=[O:15])[CH2:6][CH2:5]2)[CH2:3][CH2:2]1.C[C:32]1[CH:40]=[C:39]([CH2:41][OH:42])[CH:38]=[CH:37][C:33]=1[C:34](O)=O.C1(P(C2C=CC=CC=2)C2C=CC=CC=2)C=CC=CC=1.N(C(OC(C)C)=O)=NC(OC(C)C)=O.O[Li].O.[NH2:79][CH2:80][C@@H:81]([C@H:83]([C@@H:85]([C@@H:87]([CH2:89][OH:90])[OH:88])[OH:86])[OH:84])[OH:82].CCN(C(C)C)C(C)C.CN(C(ON1N=NC2C=CC=NC1=2)=[N+](C)C)C.F[P-](F)(F)(F)(F)F.C(O)(C(F)(F)F)=O. The catalyst is C(Cl)Cl.CN(C=O)C.O. The product is [Cl:28][C:26]1[CH:27]=[C:22]([CH2:21][N:17]2[C@H:16]([C:14]([N:7]3[C:8]4[C:13](=[CH:12][CH:11]=[CH:10][CH:9]=4)[N:4]([CH:1]4[CH2:3][CH2:2]4)[CH2:5][CH2:6]3)=[O:15])[CH2:20][S:19][CH2:18]2)[C:23]([Cl:30])=[CH:24][C:25]=1[O:29][CH2:34][C:33]1[CH:32]=[CH:40][C:39]([C:41]([NH:79][CH2:80][C@H:81]([OH:82])[C@@H:83]([OH:84])[C@H:85]([OH:86])[C@H:87]([OH:88])[CH2:89][OH:90])=[O:42])=[CH:38][CH:37]=1. The yield is 0.170. (2) The reactants are [CH2:1]([O:8][C:9]1[CH:14]=[C:13]([OH:15])[CH:12]=[CH:11][C:10]=1/[CH:16]=[CH:17]/[C:18]([O:20][CH2:21][CH3:22])=[O:19])[C:2]1[CH:7]=[CH:6][CH:5]=[CH:4][CH:3]=1.I[CH:24]([CH3:26])[CH3:25].C(=O)([O-])[O-].[K+].[K+].O. The catalyst is CN(C)C=O. The product is [CH2:1]([O:8][C:9]1[CH:14]=[C:13]([O:15][CH:24]([CH3:26])[CH3:25])[CH:12]=[CH:11][C:10]=1/[CH:16]=[CH:17]/[C:18]([O:20][CH2:21][CH3:22])=[O:19])[C:2]1[CH:3]=[CH:4][CH:5]=[CH:6][CH:7]=1. The yield is 0.860.